From a dataset of Forward reaction prediction with 1.9M reactions from USPTO patents (1976-2016). Predict the product of the given reaction. Given the reactants Cl[C:2]1[CH:11]=[C:10]2[C:5]([C:6]([NH:14][C:15]3[CH:20]=[C:19]([O:21][CH3:22])[CH:18]=[CH:17][C:16]=3[CH3:23])=[C:7]([C:12]#[N:13])[CH:8]=[N:9]2)=[CH:4][C:3]=1[N+:24]([O-:26])=[O:25].[N-:27]=[N+:28]=[N-:29].[Na+], predict the reaction product. The product is: [N:27]([C:2]1[CH:11]=[C:10]2[C:5]([C:6]([NH:14][C:15]3[CH:20]=[C:19]([O:21][CH3:22])[CH:18]=[CH:17][C:16]=3[CH3:23])=[C:7]([C:12]#[N:13])[CH:8]=[N:9]2)=[CH:4][C:3]=1[N+:24]([O-:26])=[O:25])=[N+:28]=[N-:29].